This data is from Reaction yield outcomes from USPTO patents with 853,638 reactions. The task is: Predict the reaction yield, written as a fraction of the theoretical maximum amount of product (1.0 means a 100% yield; for example, 0.34 means a 34% yield). The reactants are [Cl:1][C:2]1[CH:12]=[CH:11][C:5]2[NH:6][C:7](=O)[CH2:8][O:9][C:4]=2[CH:3]=1.B.C1COCC1. The catalyst is C1COCC1. The product is [Cl:1][C:2]1[CH:12]=[CH:11][C:5]2[NH:6][CH2:7][CH2:8][O:9][C:4]=2[CH:3]=1. The yield is 0.960.